This data is from Catalyst prediction with 721,799 reactions and 888 catalyst types from USPTO. The task is: Predict which catalyst facilitates the given reaction. (1) Reactant: C[O:2][C:3](=[O:33])[CH2:4][O:5][C:6]1[CH:15]=[CH:14][C:13]([F:16])=[C:12]2[C:7]=1[C:8]([CH3:32])=[C:9]([CH2:21][C:22]1[CH:27]=[CH:26][C:25]([S:28]([CH3:31])(=[O:30])=[O:29])=[CH:24][CH:23]=1)[C:10]([O:17][CH:18]([F:20])[F:19])=[N:11]2.CO.[OH-].[Li+].O. The catalyst class is: 15. Product: [F:20][CH:18]([F:19])[O:17][C:10]1[C:9]([CH2:21][C:22]2[CH:27]=[CH:26][C:25]([S:28]([CH3:31])(=[O:29])=[O:30])=[CH:24][CH:23]=2)=[C:8]([CH3:32])[C:7]2[C:12](=[C:13]([F:16])[CH:14]=[CH:15][C:6]=2[O:5][CH2:4][C:3]([OH:33])=[O:2])[N:11]=1. (2) The catalyst class is: 14. Product: [CH3:8][CH:7]([CH3:9])[CH2:6][CH:5]([C:10]1[CH:11]=[C:12]([C:33]2[CH:34]=[CH:35][C:36]([C:39]([F:41])([F:40])[F:42])=[CH:37][CH:38]=2)[CH:13]=[C:14]([CH:16]2[CH2:21][CH2:20][CH2:19][N:18]([CH2:22][C:23]3[CH:32]=[CH:31][C:26]4[N:27]=[N:28][N:29]([CH3:30])[C:25]=4[CH:24]=3)[CH2:17]2)[CH:15]=1)[C:4]([OH:43])=[O:3]. Reactant: C([O:3][C:4](=[O:43])[CH:5]([C:10]1[CH:11]=[C:12]([C:33]2[CH:38]=[CH:37][C:36]([C:39]([F:42])([F:41])[F:40])=[CH:35][CH:34]=2)[CH:13]=[C:14]([CH:16]2[CH2:21][CH2:20][CH2:19][N:18]([CH2:22][C:23]3[CH:32]=[CH:31][C:26]4[N:27]=[N:28][N:29]([CH3:30])[C:25]=4[CH:24]=3)[CH2:17]2)[CH:15]=1)[CH2:6][CH:7]([CH3:9])[CH3:8])C.[OH-].[K+]. (3) The catalyst class is: 400. Reactant: [C:1]([C:3]1[C:4]([S:13][CH3:14])=[N:5][C:6]([OH:12])=[C:7]([CH:11]=1)C(O)=O)#[N:2].C1CCCCC1. Product: [OH:12][C:6]1[CH:7]=[CH:11][C:3]([C:1]#[N:2])=[C:4]([S:13][CH3:14])[N:5]=1. (4) Product: [CH2:14]([C:2]1[CH:11]=[C:10]2[C:5]([CH2:6][CH2:7][CH2:8][C:9]2=[O:12])=[C:4]([F:13])[CH:3]=1)[CH3:15]. Reactant: Br[C:2]1[CH:11]=[C:10]2[C:5]([CH2:6][CH2:7][CH2:8][C:9]2=[O:12])=[C:4]([F:13])[CH:3]=1.[CH2:14]([Sn](CC)(CC)CC)[CH3:15]. The catalyst class is: 109. (5) Reactant: [Cl:1][C:2]1[CH:17]=[CH:16][C:5]2[O:6][C:7]3[CH:15]=[CH:14][CH:13]=[CH:12][C:8]=3[C:9](Cl)=[N:10][C:4]=2[CH:3]=1.[CH2:18]1[CH2:22]O[CH2:20][CH2:19]1.[Cl-].[Mg+2].CC1C[CH2:30][NH:29][CH2:28]C1.[Cl-]. Product: [Cl:1][C:2]1[CH:17]=[CH:16][C:5]2[O:6][C:7]3[CH:15]=[CH:14][CH:13]=[CH:12][C:8]=3[C:9]([CH:18]3[CH2:22][CH2:28][N:29]([CH3:30])[CH2:20][CH2:19]3)=[N:10][C:4]=2[CH:3]=1. The catalyst class is: 60. (6) Reactant: B.CSC.[CH3:5][O:6][C:7]1[CH:8]=[C:9]([CH:23]=[CH:24][C:25]=1[O:26][CH3:27])[O:10][CH:11]([C:15]1[CH:22]=[CH:21][C:18]([C:19]#[N:20])=[CH:17][CH:16]=1)[CH2:12][CH:13]=[CH2:14].O.B1([O-])O[O:30]1.O.O.O.O.[Na+]. Product: [CH3:5][O:6][C:7]1[CH:8]=[C:9]([CH:23]=[CH:24][C:25]=1[O:26][CH3:27])[O:10][CH:11]([C:15]1[CH:22]=[CH:21][C:18]([C:19]#[N:20])=[CH:17][CH:16]=1)[CH2:12][CH2:13][CH2:14][OH:30]. The catalyst class is: 1. (7) Reactant: [H-].[Al+3].[Li+].[H-].[H-].[H-].[Cl-].[Al+3].[Cl-].[Cl-].[Cl:11][C:12]1[CH:13]=[C:14]([CH:19]2[CH:25]([CH2:26][O:27][CH2:28][C:29](OCC)=[O:30])[O:24][CH2:23][CH2:22][N:21]([C:34]([O:36][C:37]([CH3:40])([CH3:39])[CH3:38])=[O:35])[CH2:20]2)[CH:15]=[CH:16][C:17]=1[Cl:18].O.O.O.O.O.O.O.O.O.O.[O-]S([O-])(=O)=O.[Na+].[Na+]. Product: [Cl:11][C:12]1[CH:13]=[C:14]([CH:19]2[CH:25]([CH2:26][O:27][CH2:28][CH2:29][OH:30])[O:24][CH2:23][CH2:22][N:21]([C:34]([O:36][C:37]([CH3:40])([CH3:39])[CH3:38])=[O:35])[CH2:20]2)[CH:15]=[CH:16][C:17]=1[Cl:18]. The catalyst class is: 1. (8) Reactant: [Si]([O:8][C@H:9]([CH2:27][NH:28][C@@H:29]1[C:38]2[C:33](=[CH:34][CH:35]=[C:36]([CH2:39][C:40]([CH3:43])([CH3:42])[CH3:41])[CH:37]=2)[NH:32][C:31]([CH3:45])([CH3:44])[CH2:30]1)[C@@H:10]([NH:19][C:20](=[O:26])[O:21][C:22]([CH3:25])([CH3:24])[CH3:23])[CH2:11][C:12]1[CH:17]=[CH:16][CH:15]=[C:14]([F:18])[CH:13]=1)(C(C)(C)C)(C)C.C(Cl)Cl.[F-].C([N+](CCCC)(CCCC)CCCC)CCC.CCOC(C)=O. Product: [CH3:44][C:31]1([CH3:45])[CH2:30][C@H:29]([NH:28][CH2:27][C@@H:9]([OH:8])[C@@H:10]([NH:19][C:20](=[O:26])[O:21][C:22]([CH3:23])([CH3:24])[CH3:25])[CH2:11][C:12]2[CH:17]=[CH:16][CH:15]=[C:14]([F:18])[CH:13]=2)[C:38]2[C:33](=[CH:34][CH:35]=[C:36]([CH2:39][C:40]([CH3:43])([CH3:42])[CH3:41])[CH:37]=2)[NH:32]1. The catalyst class is: 6.